Dataset: Microsomal clearance measurements from AstraZeneca. Task: Regression/Classification. Given a drug SMILES string, predict its absorption, distribution, metabolism, or excretion properties. Task type varies by dataset: regression for continuous measurements (e.g., permeability, clearance, half-life) or binary classification for categorical outcomes (e.g., BBB penetration, CYP inhibition). For this dataset (clearance_microsome_az), we predict log10(clearance) (log10 of the in vitro intrinsic clearance, CLint, in uL/min per mg of human liver microsomal protein, equivalently mL/min/g; values are censored to the assay range of 3 to 150, which is 0.477 to 2.18 on this log10 scale). (1) The molecule is Cc1c(Sc2ccc(Cl)cc2)c2cc(Cl)ccc2n1CC(=O)O. The log10(clearance) is 0.480. (2) The molecule is O=C(Nc1c[nH]nc1-c1nc2ccc(CN3CCOCC3)cc2[nH]1)NC1CC1. The log10(clearance) is 0.920. (3) The molecule is CCc1c(C)nc(SCC(=O)Nc2nc(-c3ccc(OC)cc3)cs2)nc1O. The log10(clearance) is 1.82. (4) The molecule is Cc1c(Sc2ccc(Cl)cc2)c2cc(S(C)(=O)=O)ccc2n1CC(=O)O. The log10(clearance) is 0.480. (5) The compound is O=C(NCC1(O)CCCCCC1)c1cc(-c2ccccc2C(=O)O)ccc1Cl. The log10(clearance) is 0.480.